Dataset: Reaction yield outcomes from USPTO patents with 853,638 reactions. Task: Predict the reaction yield, written as a fraction of the theoretical maximum amount of product (1.0 means a 100% yield; for example, 0.34 means a 34% yield). (1) The reactants are [F:1][C:2]([F:29])([F:28])[C:3]1[CH:4]=[C:5]([CH:25]=[CH:26][CH:27]=1)[CH2:6][O:7][N:8]=[C:9]1[CH2:14][CH2:13][N:12]([S:15]([C:18]2[CH:19]=[N:20][C:21](Cl)=[CH:22][CH:23]=2)(=[O:17])=[O:16])[CH2:11][CH2:10]1.[CH3:30][O-:31].[Na+]. The catalyst is CO. The product is [F:1][C:2]([F:29])([F:28])[C:3]1[CH:4]=[C:5]([CH:25]=[CH:26][CH:27]=1)[CH2:6][O:7][N:8]=[C:9]1[CH2:14][CH2:13][N:12]([S:15]([C:18]2[CH:19]=[N:20][C:21]([O:31][CH3:30])=[CH:22][CH:23]=2)(=[O:17])=[O:16])[CH2:11][CH2:10]1. The yield is 0.960. (2) The reactants are N1CCCCC1.[OH:7][C:8]1[CH:9]=[C:10]([CH:13]=[CH:14][C:15]=1[O:16][CH3:17])[CH:11]=O.C([CH2:21][C:22]([NH:24][C:25]1[CH:33]=[CH:32][CH:31]=[CH:30][C:26]=1[C:27]([OH:29])=[O:28])=[O:23])(O)=O. The catalyst is C1(C)C=CC=CC=1. The product is [OH:7][C:8]1[CH:9]=[C:10](/[CH:11]=[CH:21]/[C:22]([NH:24][C:25]2[CH:33]=[CH:32][CH:31]=[CH:30][C:26]=2[C:27]([OH:29])=[O:28])=[O:23])[CH:13]=[CH:14][C:15]=1[O:16][CH3:17]. The yield is 0.760. (3) The reactants are [CH:1]1([N:5]2[C:13]3[C:8](=[CH:9][CH:10]=[C:11]([OH:14])[CH:12]=3)[C:7]([C:15]#[N:16])=[CH:6]2)[CH2:4][CH2:3][CH2:2]1.[Li+].CC([N-]C(C)C)C.[I:25]I.C([O-])([O-])=O.[Cs+].[Cs+].Cl[C:34]1[N:39]=[CH:38][CH:37]=[CH:36][N:35]=1. The catalyst is C1COCC1.CN(C=O)C. The product is [CH:1]1([N:5]2[C:13]3[C:8](=[CH:9][CH:10]=[C:11]([O:14][C:34]4[N:39]=[CH:38][CH:37]=[CH:36][N:35]=4)[CH:12]=3)[C:7]([C:15]#[N:16])=[C:6]2[I:25])[CH2:2][CH2:3][CH2:4]1. The yield is 0.470. (4) The product is [Cl:1][C:2]1[CH:7]=[C:6]([Cl:8])[CH:5]=[CH:4][C:3]=1[C:9]1[N:10]=[C:11](/[CH:16]=[CH:17]/[C:18]2[CH:19]=[CH:20][C:21]([O:24][CH2:25][C:35]3[CH:44]=[CH:43][C:38]([C:39]([OH:41])=[O:40])=[CH:37][CH:36]=3)=[CH:22][CH:23]=2)[N:12]([CH2:14][CH3:15])[CH:13]=1. The reactants are [Cl:1][C:2]1[CH:7]=[C:6]([Cl:8])[CH:5]=[CH:4][C:3]=1[C:9]1[N:10]=[C:11](/[CH:16]=[CH:17]/[C:18]2[CH:23]=[CH:22][C:21]([O:24][CH3:25])=[CH:20][CH:19]=2)[N:12]([CH2:14][CH3:15])[CH:13]=1.C1(O)C=CC=CC=1.BrC[C:35]1[CH:44]=[CH:43][C:38]([C:39]([O:41]C)=[O:40])=[CH:37][CH:36]=1. The yield is 0.340. No catalyst specified.